Dataset: Catalyst prediction with 721,799 reactions and 888 catalyst types from USPTO. Task: Predict which catalyst facilitates the given reaction. (1) The catalyst class is: 127. Reactant: [NH2:1][C:2]1[CH:10]=[CH:9][C:8]([I:11])=[CH:7][C:3]=1[C:4](O)=[O:5].[OH-].[Na+].[O-:14][C:15]#[N:16].[Na+].C(O)(=O)C. Product: [I:11][C:8]1[CH:7]=[C:3]2[C:2](=[CH:10][CH:9]=1)[N:1]=[C:15]([OH:14])[N:16]=[C:4]2[OH:5]. (2) Reactant: [CH3:1][N:2]1[CH2:6][CH2:5][C@H:4]([O:7][C:8](=[O:18])[N:9](C)[C:10]2[CH:15]=[CH:14][CH:13]=[CH:12][C:11]=2Br)[CH2:3]1.[F:19][C:20]1[CH:21]=[C:22](B(O)O)[CH:23]=[CH:24][CH:25]=1.[C:29](=O)([O-])[O-].[K+].[K+]. Product: [F:19][C:20]1[CH:21]=[C:22]([C:11]2[CH:12]=[CH:13][CH:14]=[CH:15][C:10]=2[NH:9][C:8](=[O:18])[O:7][CH2:4][C@H:5]2[CH2:29][CH2:3][N:2]([CH3:1])[CH2:6]2)[CH:23]=[CH:24][CH:25]=1. The catalyst class is: 11. (3) Reactant: C(OC([N:8]1[CH2:11][C:10]2([CH2:14][N:13]([C:15]3[CH:20]=[N:19][CH:18]=[C:17]([C:21]4[CH:22]=[C:23]5[C:28](=[CH:29][CH:30]=4)[N:27]([CH3:31])[C:26](=[O:32])[CH2:25][CH2:24]5)[N:16]=3)[CH2:12]2)[CH2:9]1)=O)(C)(C)C.[C:33]([OH:39])([C:35]([F:38])([F:37])[F:36])=[O:34]. Product: [F:36][C:35]([F:38])([F:37])[C:33]([OH:39])=[O:34].[CH2:12]1[C:10]2([CH2:9][NH:8][CH2:11]2)[CH2:14][N:13]1[C:15]1[N:16]=[C:17]([C:21]2[CH:22]=[C:23]3[C:28](=[CH:29][CH:30]=2)[N:27]([CH3:31])[C:26](=[O:32])[CH2:25][CH2:24]3)[CH:18]=[N:19][CH:20]=1. The catalyst class is: 2.